The task is: Predict the reaction yield, written as a fraction of the theoretical maximum amount of product (1.0 means a 100% yield; for example, 0.34 means a 34% yield).. This data is from Reaction yield outcomes from USPTO patents with 853,638 reactions. The reactants are [Cl:1][C:2]1[C:10]([C:11]#[N:12])=[CH:9][CH:8]=[C:7]2[C:3]=1[CH:4]=[C:5]([CH:22]([F:24])[F:23])[N:6]2[CH:13]([CH3:21])[C:14]([O:16]C(C)(C)C)=[O:15].C(O)(C(F)(F)F)=O. The catalyst is C(Cl)Cl. The product is [Cl:1][C:2]1[C:10]([C:11]#[N:12])=[CH:9][CH:8]=[C:7]2[C:3]=1[CH:4]=[C:5]([CH:22]([F:23])[F:24])[N:6]2[CH:13]([CH3:21])[C:14]([OH:16])=[O:15]. The yield is 0.950.